Dataset: hERG potassium channel inhibition data for cardiac toxicity prediction from Karim et al.. Task: Regression/Classification. Given a drug SMILES string, predict its toxicity properties. Task type varies by dataset: regression for continuous values (e.g., LD50, hERG inhibition percentage) or binary classification for toxic/non-toxic outcomes (e.g., AMES mutagenicity, cardiotoxicity, hepatotoxicity). Dataset: herg_karim. (1) The result is 0 (non-blocker). The molecule is Cc1cc(=O)n2nc(N3CC[C@H](c4cc(F)c(F)cc4F)[C@@H]([NH3+])C3)ccc2n1. (2) The compound is CCc1c(CNC2CCC(F)C2)nc(-c2ncccc2Cl)n1-c1ccc(C)nc1. The result is 0 (non-blocker). (3) The molecule is Cn1c(SCCCN2CC3CCN(c4ccc(F)cc4)C3C2)nnc1C1CCCCC1. The result is 1 (blocker). (4) The drug is CCOC(=O)C1=C(CN2CCOCC2)NC(c2nccs2)=N[C@H]1c1ccc(F)cc1Br. The result is 1 (blocker). (5) The molecule is CCN(CC)C(=O)c1ccc(C2=CC3(CCNCC3)Oc3ccc(O)cc32)cc1. The result is 0 (non-blocker). (6) The drug is Cc1ncoc1-c1nnc(SCCCN2CC3CC3(c3ccc(C(F)(F)F)cc3)C2)n1C. The result is 1 (blocker). (7) The drug is COCCOc1ccc2ncc(F)c(CCC34CCC(NCc5ccc6c(n5)NC(=O)CO6)(CC3)CO4)c2n1. The result is 0 (non-blocker). (8) The molecule is Cc1ncncc1-c1ccc2c(c1)C1(COC(N)=N1)C1(COC1)C1(CCC1)O2. The result is 0 (non-blocker). (9) The drug is N#Cc1nc(CCCO)cc(-c2cccc(C(F)(F)F)c2)n1. The result is 0 (non-blocker).